Dataset: Peptide-MHC class II binding affinity with 134,281 pairs from IEDB. Task: Regression. Given a peptide amino acid sequence and an MHC pseudo amino acid sequence, predict their binding affinity value. This is MHC class II binding data. (1) The peptide sequence is IPVIVADDLTAAINK. The MHC is HLA-DQA10601-DQB10402 with pseudo-sequence HLA-DQA10601-DQB10402. The binding affinity (normalized) is 0. (2) The peptide sequence is APSGRIVMELYADVV. The MHC is HLA-DPA10301-DPB10402 with pseudo-sequence HLA-DPA10301-DPB10402. The binding affinity (normalized) is 0.680. (3) The peptide sequence is LVSQALNSVANRS. The MHC is HLA-DQA10501-DQB10301 with pseudo-sequence HLA-DQA10501-DQB10301. The binding affinity (normalized) is 0.170. (4) The peptide sequence is SAAPLRTITADTFRK. The MHC is DRB1_0101 with pseudo-sequence DRB1_0101. The binding affinity (normalized) is 0.347.